Dataset: Forward reaction prediction with 1.9M reactions from USPTO patents (1976-2016). Task: Predict the product of the given reaction. Given the reactants [O:1]1[CH2:6][CH2:5][C:4](=[N:7][OH:8])[CH2:3][CH2:2]1.[C:9]([O:13][C:14]([NH:16][C@H:17]([CH3:21])[C:18]([O-:20])=[O:19])=[O:15])([CH3:12])([CH3:11])[CH3:10].IC1C=CC=CC=1.C(O)(=O)C.C(O)(=O)C.IC1C=CC=CC=1, predict the reaction product. The product is: [C:9]([O:13][C:14]([NH:16][C@H:17]([CH3:21])[C:18]([O:20][C:4]1([N:7]=[O:8])[CH2:5][CH2:6][O:1][CH2:2][CH2:3]1)=[O:19])=[O:15])([CH3:12])([CH3:10])[CH3:11].